From a dataset of Catalyst prediction with 721,799 reactions and 888 catalyst types from USPTO. Predict which catalyst facilitates the given reaction. (1) Reactant: [Br:1][C:2]1[CH:14]=[CH:13][C:12]([C:15](=[O:17])[NH2:16])=[C:11]2[C:3]=1[C:4]1[CH:5]=[CH:6][C:7]([NH:18]C(=O)OCC3C=CC=CC=3)=[CH:8][C:9]=1[NH:10]2.Br. Product: [BrH:1].[NH2:18][C:7]1[CH:8]=[C:9]2[C:4]([C:3]3[C:2]([Br:1])=[CH:14][CH:13]=[C:12]([C:15]([NH2:16])=[O:17])[C:11]=3[NH:10]2)=[CH:5][CH:6]=1. The catalyst class is: 28. (2) Reactant: [CH3:1][C:2]1[CH:3]=[C:4]([CH:6]=[C:7]([CH3:9])[CH:8]=1)[NH2:5].[H-].[Na+].Cl[C:13]1[CH:18]=[CH:17][C:16]([N+:19]([O-:21])=[O:20])=[CH:15][C:14]=1[S:22]([N:25]1[CH2:30][CH2:29][N:28]([C:31]([O:33][C:34]([CH3:37])([CH3:36])[CH3:35])=[O:32])[CH2:27][CH2:26]1)(=[O:24])=[O:23]. Product: [CH3:1][C:2]1[CH:3]=[C:4]([NH:5][C:13]2[CH:18]=[CH:17][C:16]([N+:19]([O-:21])=[O:20])=[CH:15][C:14]=2[S:22]([N:25]2[CH2:30][CH2:29][N:28]([C:31]([O:33][C:34]([CH3:37])([CH3:36])[CH3:35])=[O:32])[CH2:27][CH2:26]2)(=[O:24])=[O:23])[CH:6]=[C:7]([CH3:9])[CH:8]=1. The catalyst class is: 1. (3) Reactant: [H-].[Na+].[OH:3][CH:4]1[CH2:9][CH2:8][N:7]([C:10]([O:12][C:13]([CH3:16])([CH3:15])[CH3:14])=[O:11])[CH2:6][CH2:5]1.Cl[C:18]1[CH:23]=[CH:22][CH:21]=[C:20]([C:24]([F:27])([F:26])[F:25])[N:19]=1. Product: [F:25][C:24]([F:27])([F:26])[C:20]1[N:19]=[C:18]([O:3][CH:4]2[CH2:5][CH2:6][N:7]([C:10]([O:12][C:13]([CH3:16])([CH3:15])[CH3:14])=[O:11])[CH2:8][CH2:9]2)[CH:23]=[CH:22][CH:21]=1. The catalyst class is: 7. (4) Reactant: [CH:1]([C:4]1[CH:9]=[CH:8][CH:7]=[CH:6][C:5]=1[N:10]=[C:11]1[N:16]=[CH:15][C:14]([CH3:18])([CH3:17])[CH2:13][S:12]1)([CH3:3])[CH3:2].[C:19](=[S:21])=[S:20].[H-].[Na+].[CH2:24](Cl)[CH:25]=[CH2:26]. Product: [CH:1]([C:4]1[CH:9]=[CH:8][CH:7]=[CH:6][C:5]=1[N:10]=[C:11]1[N:16]([C:19]([S:21][CH2:26][CH:25]=[CH2:24])=[S:20])[CH2:15][C:14]([CH3:18])([CH3:17])[CH2:13][S:12]1)([CH3:3])[CH3:2]. The catalyst class is: 35. (5) Reactant: [Cl:1][C:2]1[CH:3]=[CH:4][C:5]2[N:11]([CH2:12][C:13]([CH3:17])([CH3:16])[CH2:14][OH:15])[C:10](=[O:18])[C@@H:9]([CH2:19][C:20]([NH:22][CH2:23][CH2:24][C:25]3[CH:30]=[CH:29][C:28]([O:31][CH2:32][C:33]([O:35]CC)=[O:34])=[CH:27][CH:26]=3)=[O:21])[O:8][C@H:7]([C:38]3[CH:43]=[CH:42][CH:41]=[C:40]([O:44][CH3:45])[C:39]=3[O:46][CH3:47])[C:6]=2[CH:48]=1.[OH-].[Na+].C(O)C. Product: [Cl:1][C:2]1[CH:3]=[CH:4][C:5]2[N:11]([CH2:12][C:13]([CH3:16])([CH3:17])[CH2:14][OH:15])[C:10](=[O:18])[C@@H:9]([CH2:19][C:20]([NH:22][CH2:23][CH2:24][C:25]3[CH:30]=[CH:29][C:28]([O:31][CH2:32][C:33]([OH:35])=[O:34])=[CH:27][CH:26]=3)=[O:21])[O:8][C@H:7]([C:38]3[CH:43]=[CH:42][CH:41]=[C:40]([O:44][CH3:45])[C:39]=3[O:46][CH3:47])[C:6]=2[CH:48]=1. The catalyst class is: 6.